Predict the reactants needed to synthesize the given product. From a dataset of Full USPTO retrosynthesis dataset with 1.9M reactions from patents (1976-2016). (1) The reactants are: C[O:2][C:3]1[CH:8]=[CH:7][C:6]([C:9]2[S:10][CH:11]=[CH:12][N:13]=2)=[CH:5][CH:4]=1.B(Br)(Br)Br. Given the product [S:10]1[CH:11]=[CH:12][N:13]=[C:9]1[C:6]1[CH:7]=[CH:8][C:3]([OH:2])=[CH:4][CH:5]=1, predict the reactants needed to synthesize it. (2) Given the product [CH:21]1([O:20][C:13]2[N:12]=[C:11]3[C:16]([N:17]=[CH:18][N:10]3[C@@H:6]3[O:7][C@H:8]([CH3:9])[C@H:4]([N:1]4[CH:29]=[C:28]([C:27]([O:31][CH3:32])=[O:30])[N:3]=[N:2]4)[C@H:5]3[OH:26])=[C:15]([NH2:19])[N:14]=2)[CH2:25][CH2:24][CH2:23][CH2:22]1, predict the reactants needed to synthesize it. The reactants are: [N:1]([C@H:4]1[C@@H:8]([CH3:9])[O:7][C@@H:6]([N:10]2[CH:18]=[N:17][C:16]3[C:11]2=[N:12][C:13]([O:20][CH:21]2[CH2:25][CH2:24][CH2:23][CH2:22]2)=[N:14][C:15]=3[NH2:19])[C@@H:5]1[OH:26])=[N+:2]=[N-:3].[C:27]([O:31][CH3:32])(=[O:30])[C:28]#[CH:29]. (3) The reactants are: [Cl-].[Al+3].[Cl-].[Cl-].[CH3:5][S:6]([N:9]1[C:18]2[C:13](=[CH:14][C:15]([O:19][CH3:20])=[CH:16][CH:17]=2)[CH2:12][CH2:11][C:10]1=[O:21])(=[O:8])=[O:7].[CH3:22][O:23]C(Cl)Cl. Given the product [CH3:5][S:6]([N:9]1[C:18]2[C:13](=[CH:14][C:15]([O:19][CH3:20])=[C:16]([CH:22]=[O:23])[CH:17]=2)[CH2:12][CH2:11][C:10]1=[O:21])(=[O:8])=[O:7], predict the reactants needed to synthesize it. (4) Given the product [F:33][C:30]([F:31])([F:32])[C:27]1[N:26]=[CH:25][C:24]([NH:23][C:20]2[CH:21]=[CH:22][C:17]([C:14]3[CH:15]=[CH:16][C:11]([CH:8]4[CH2:7][CH2:6][CH:5]([CH2:4][C:3]([OH:34])=[O:2])[CH2:10][CH2:9]4)=[CH:12][CH:13]=3)=[N:18][CH:19]=2)=[CH:29][CH:28]=1, predict the reactants needed to synthesize it. The reactants are: C[O:2][C:3](=[O:34])[CH2:4][CH:5]1[CH2:10][CH2:9][CH:8]([C:11]2[CH:16]=[CH:15][C:14]([C:17]3[CH:22]=[CH:21][C:20]([NH:23][C:24]4[CH:25]=[N:26][C:27]([C:30]([F:33])([F:32])[F:31])=[CH:28][CH:29]=4)=[CH:19][N:18]=3)=[CH:13][CH:12]=2)[CH2:7][CH2:6]1.[Li+].[OH-].Cl. (5) Given the product [N+:1]([C:4]1[CH:5]=[CH:6][C:7]([N:10]=[C:11]2[N:15]([CH:16]=[C:17]([CH3:19])[CH3:18])[CH2:14][CH2:13][S:12]2)=[CH:8][CH:9]=1)([O-:3])=[O:2], predict the reactants needed to synthesize it. The reactants are: [N+:1]([C:4]1[CH:9]=[CH:8][C:7]([N:10]=[C:11]2[N:15]([CH2:16][C:17]([CH3:19])=[CH2:18])[CH2:14][CH2:13][S:12]2)=[CH:6][CH:5]=1)([O-:3])=[O:2].[OH-].[Na+]. (6) Given the product [F:29][C:25]1[C:11]([C:12](=[O:13])[NH:14][C:15]2[CH:16]=[CH:17][C:18]3[C:22]([CH:23]=2)=[N:21][N:20]([CH3:24])[CH:19]=3)=[C:10]([NH:9][CH2:8][C:6]2[CH:5]=[CH:4][N:3]=[C:2]([NH:86][C:84]([N:78]3[CH2:83][CH2:82][O:81][CH2:80][CH2:79]3)=[O:85])[CH:7]=2)[CH:28]=[CH:27][CH:26]=1, predict the reactants needed to synthesize it. The reactants are: Br[C:2]1[CH:7]=[C:6]([CH2:8][NH:9][C:10]2[CH:28]=[CH:27][CH:26]=[C:25]([F:29])[C:11]=2[C:12]([NH:14][C:15]2[CH:16]=[CH:17][C:18]3[C:22]([CH:23]=2)=[N:21][N:20]([CH3:24])[CH:19]=3)=[O:13])[CH:5]=[CH:4][N:3]=1.CC1(C)C2C(=C(P(C3C=CC=CC=3)C3C=CC=CC=3)C=CC=2)OC2C(P(C3C=CC=CC=3)C3C=CC=CC=3)=CC=CC1=2.C(=O)([O-])[O-].[Cs+].[Cs+].[N:78]1([C:84]([NH2:86])=[O:85])[CH2:83][CH2:82][O:81][CH2:80][CH2:79]1.